Dataset: Full USPTO retrosynthesis dataset with 1.9M reactions from patents (1976-2016). Task: Predict the reactants needed to synthesize the given product. (1) Given the product [Cl:12][C:13]1[S:39][C:16]2[NH:17][C:18]([C:20]([NH:22][CH:23]3[CH2:32][C:31]4[C:26](=[CH:27][CH:28]=[CH:29][CH:30]=4)[N:25]([CH2:33][C:34]#[N:3])[C:24]3=[O:38])=[O:21])=[CH:19][C:15]=2[CH:14]=1, predict the reactants needed to synthesize it. The reactants are: CC[N:3]=C=NCCCN(C)C.[Cl:12][C:13]1[S:39][C:16]2[NH:17][C:18]([C:20]([NH:22][CH:23]3[CH2:32][C:31]4[C:26](=[CH:27][CH:28]=[CH:29][CH:30]=4)[N:25]([CH2:33][CH:34](O)CO)[C:24]3=[O:38])=[O:21])=[CH:19][C:15]=2[CH:14]=1.ClC1SC2NC(C(NC3CC4C(=CC=CC=4)N(C[C@@H](O)CO)C3=O)=O)=CC=2C=1. (2) The reactants are: N1C=CC=CC=1.[NH2:7][C:8]1[N:12]([C:13]([CH3:16])([CH3:15])[CH3:14])[N:11]=[C:10]([CH3:17])[C:9]=1[C:18]([NH2:20])=[O:19].Cl.[CH:22]([N:35]1[CH2:38][CH:37]([C:39](Cl)=O)[CH2:36]1)([C:29]1[CH:34]=[CH:33][CH:32]=[CH:31][CH:30]=1)[C:23]1[CH:28]=[CH:27][CH:26]=[CH:25][CH:24]=1.[OH-].[Na+]. Given the product [CH:22]([N:35]1[CH2:38][CH:37]([C:39]2[NH:20][C:18](=[O:19])[C:9]3[C:10]([CH3:17])=[N:11][N:12]([C:13]([CH3:14])([CH3:15])[CH3:16])[C:8]=3[N:7]=2)[CH2:36]1)([C:29]1[CH:30]=[CH:31][CH:32]=[CH:33][CH:34]=1)[C:23]1[CH:24]=[CH:25][CH:26]=[CH:27][CH:28]=1, predict the reactants needed to synthesize it. (3) Given the product [Cl:1][C:2]1[C:10]([C:11]#[N:12])=[CH:9][CH:8]=[C:7]2[C:3]=1[CH:4]=[C:5]([CH:13]([F:14])[F:15])[N:6]2[CH2:17][C:18]([O:20][CH3:21])=[O:19], predict the reactants needed to synthesize it. The reactants are: [Cl:1][C:2]1[C:10]([C:11]#[N:12])=[CH:9][CH:8]=[C:7]2[C:3]=1[CH:4]=[C:5]([CH:13]([F:15])[F:14])[NH:6]2.Br[CH2:17][C:18]([O:20][CH3:21])=[O:19].C([O-])([O-])=O.[Cs+].[Cs+].